This data is from TCR-epitope binding with 47,182 pairs between 192 epitopes and 23,139 TCRs. The task is: Binary Classification. Given a T-cell receptor sequence (or CDR3 region) and an epitope sequence, predict whether binding occurs between them. The epitope is LEPLVDLPI. The TCR CDR3 sequence is CASSYLLGTEFDEQFF. Result: 0 (the TCR does not bind to the epitope).